From a dataset of Full USPTO retrosynthesis dataset with 1.9M reactions from patents (1976-2016). Predict the reactants needed to synthesize the given product. (1) The reactants are: [C:1]([N:4]1[C:13]2[C:8](=[CH:9][C:10]([Br:14])=[CH:11][CH:12]=2)[C@H:7]([NH2:15])[CH2:6][C@@H:5]1[CH3:16])(=[O:3])[CH3:2].[ClH:17]. Given the product [ClH:17].[C:1]([N:4]1[C:13]2[C:8](=[CH:9][C:10]([Br:14])=[CH:11][CH:12]=2)[C@H:7]([NH2:15])[CH2:6][C@@H:5]1[CH3:16])(=[O:3])[CH3:2], predict the reactants needed to synthesize it. (2) Given the product [NH2:1][C:2]1[CH:7]=[CH:6][N:5]=[CH:4][C:3]=1[CH:8]1[CH2:13][CH2:12][CH:11]([N:15]2[CH2:18][CH:17]([NH:19][C:20]([CH2:22][NH:23][C:24](=[O:35])[C:25]3[CH:30]=[CH:29][CH:28]=[C:27]([C:31]([F:34])([F:32])[F:33])[CH:26]=3)=[O:21])[CH2:16]2)[CH2:10][CH2:9]1, predict the reactants needed to synthesize it. The reactants are: [NH2:1][C:2]1[CH:7]=[CH:6][N:5]=[CH:4][C:3]=1[CH:8]1[CH2:13][CH2:12][C:11](=O)[CH2:10][CH2:9]1.[NH:15]1[CH2:18][CH:17]([NH:19][C:20]([CH2:22][NH:23][C:24](=[O:35])[C:25]2[CH:30]=[CH:29][CH:28]=[C:27]([C:31]([F:34])([F:33])[F:32])[CH:26]=2)=[O:21])[CH2:16]1. (3) The reactants are: [Cl:1][C:2]1[CH:22]=[CH:21][C:5]([CH2:6][N:7]2[CH:12]=[C:11]([C:13]3[CH:18]=[CH:17][C:16]([OH:19])=[CH:15][CH:14]=3)[CH:10]=[CH:9][C:8]2=[O:20])=[C:4]([F:23])[CH:3]=1.C([O-])([O-])=O.[K+].[K+].Cl[CH2:31][C:32](=[O:34])[CH3:33]. Given the product [Cl:1][C:2]1[CH:22]=[CH:21][C:5]([CH2:6][N:7]2[CH:12]=[C:11]([C:13]3[CH:18]=[CH:17][C:16]([O:19][CH2:31][C:32](=[O:34])[CH3:33])=[CH:15][CH:14]=3)[CH:10]=[CH:9][C:8]2=[O:20])=[C:4]([F:23])[CH:3]=1, predict the reactants needed to synthesize it.